This data is from Full USPTO retrosynthesis dataset with 1.9M reactions from patents (1976-2016). The task is: Predict the reactants needed to synthesize the given product. (1) The reactants are: [CH3:1][S:2][C:3]1[N:4]=[CH:5][C:6]2[CH2:12][NH:11][CH2:10][CH2:9][C:7]=2[N:8]=1.Br[C:14]1[CH:15]=[C:16]([CH:30]=[CH:31][C:32]=1[CH3:33])[C:17]([NH:19][C:20]1[CH:25]=[CH:24][CH:23]=[C:22]([C:26]([F:29])([F:28])[F:27])[CH:21]=1)=[O:18]. Given the product [CH3:33][C:32]1[CH:14]=[CH:15][C:16]([C:17]([NH:19][C:20]2[CH:25]=[CH:24][CH:23]=[C:22]([C:26]([F:27])([F:29])[F:28])[CH:21]=2)=[O:18])=[CH:30][C:31]=1[N:11]1[CH2:10][CH2:9][C:7]2[N:8]=[C:3]([S:2][CH3:1])[N:4]=[CH:5][C:6]=2[CH2:12]1, predict the reactants needed to synthesize it. (2) Given the product [CH2:1]([O:3][C:4](=[O:25])[CH2:5][C:6]1[CH:7]=[C:8]([C:14]2[CH:19]=[C:18]([CH3:20])[CH:17]=[CH:16][C:15]=2[CH2:21][N:22]([C:29]([CH:26]2[CH2:28][CH2:27]2)=[O:30])[CH2:23][CH3:24])[C:9]([O:12][CH3:13])=[CH:10][CH:11]=1)[CH3:2], predict the reactants needed to synthesize it. The reactants are: [CH2:1]([O:3][C:4](=[O:25])[CH2:5][C:6]1[CH:7]=[C:8]([C:14]2[CH:19]=[C:18]([CH3:20])[CH:17]=[CH:16][C:15]=2[CH2:21][NH:22][CH2:23][CH3:24])[C:9]([O:12][CH3:13])=[CH:10][CH:11]=1)[CH3:2].[CH:26]1([C:29](Cl)=[O:30])[CH2:28][CH2:27]1. (3) The reactants are: C([O:3][C:4](=[O:17])[CH2:5][CH2:6][CH2:7][CH2:8][C:9]1[N:14]=[C:13]([NH2:15])[N:12]=[C:11]([NH2:16])[CH:10]=1)C.[OH-].[Na+].Cl. Given the product [NH2:15][C:13]1[N:12]=[C:11]([NH2:16])[CH:10]=[C:9]([CH2:8][CH2:7][CH2:6][CH2:5][C:4]([OH:17])=[O:3])[N:14]=1, predict the reactants needed to synthesize it. (4) The reactants are: [F:1][C:2]1[CH:9]=[CH:8][C:7]([F:10])=[CH:6][C:3]=1[CH:4]=[O:5].[CH3:11][O:12][C:13]([O:17][Si](C)(C)C)=[C:14]([CH3:16])[CH3:15].O. Given the product [F:1][C:2]1[CH:9]=[CH:8][C:7]([F:10])=[CH:6][C:3]=1[CH:4]([OH:5])[C:14]([CH3:16])([CH3:15])[C:13]([O:12][CH3:11])=[O:17], predict the reactants needed to synthesize it. (5) Given the product [NH2:1][N:2]1[CH:6]=[C:5]([Cl:7])[CH:4]=[C:3]1[C:8]([NH2:12])=[O:10], predict the reactants needed to synthesize it. The reactants are: [NH2:1][N:2]1[CH:6]=[C:5]([Cl:7])[CH:4]=[C:3]1[C:8]([O:10]C)=O.[NH3:12].CO.